From a dataset of Catalyst prediction with 721,799 reactions and 888 catalyst types from USPTO. Predict which catalyst facilitates the given reaction. (1) The catalyst class is: 8. Reactant: [CH3:1][C:2]1[O:6][C:5]([CH:7]=O)=[CH:4][CH:3]=1.[NH2:9][C:10]1[CH:15]=[CH:14][CH:13]=[CH:12][C:11]=1[N:16]1[C:24]([C:25]2[CH:30]=[CH:29][CH:28]=[CH:27][CH:26]=2)=[C:23]2[C:18]([N:19]([CH3:34])[C:20](=[O:33])[N:21]([CH3:32])[C:22]2=[O:31])=[CH:17]1. Product: [CH3:1][C:2]1[O:6][C:5]([CH:7]2[NH:9][C:10]3[C:11](=[CH:12][CH:13]=[CH:14][CH:15]=3)[N:16]3[C:17]2=[C:18]2[N:19]([CH3:34])[C:20](=[O:33])[N:21]([CH3:32])[C:22](=[O:31])[C:23]2=[C:24]3[C:25]2[CH:30]=[CH:29][CH:28]=[CH:27][CH:26]=2)=[CH:4][CH:3]=1. (2) Reactant: [Cl:1][C:2]1[CH:3]=[CH:4][C:5]([O:15][CH2:16][C:17]2[CH:22]=[CH:21][C:20]([F:23])=[CH:19][C:18]=2[F:24])=[C:6]([C:8](=O)[CH2:9][CH2:10][C:11](=O)[CH3:12])[CH:7]=1.[NH2:25][C:26]1[CH:27]=[C:28]([S:32]([NH2:35])(=[O:34])=[O:33])[CH:29]=[CH:30][CH:31]=1.C1(C)C=CC(S(O)(=O)=O)=CC=1. Product: [Cl:1][C:2]1[CH:3]=[CH:4][C:5]([O:15][CH2:16][C:17]2[CH:22]=[CH:21][C:20]([F:23])=[CH:19][C:18]=2[F:24])=[C:6]([C:8]2[N:25]([C:26]3[CH:27]=[C:28]([S:32]([NH2:35])(=[O:33])=[O:34])[CH:29]=[CH:30][CH:31]=3)[C:11]([CH3:12])=[CH:10][CH:9]=2)[CH:7]=1. The catalyst class is: 11. (3) Reactant: CS(O)(=O)=O.[NH2:6][C:7]1[CH:16]=[C:15]2[C:10]([CH:11]=[C:12]([C:20]3[C:21]([Cl:37])=[CH:22][C:23]([F:36])=[C:24]([NH:26][C:27]([NH:29][C:30]4[CH:35]=[CH:34][CH:33]=[CH:32][CH:31]=4)=[O:28])[CH:25]=3)[C:13](=[O:19])[N:14]2[CH2:17][CH3:18])=[CH:9][N:8]=1.N1C=CC=CC=1.[CH3:44][O:45][CH2:46][C:47](Cl)=[O:48].CCOC(C)=O. The catalyst class is: 20. Product: [Cl:37][C:21]1[CH:22]=[C:23]([F:36])[C:24]([NH:26][C:27]([NH:29][C:30]2[CH:31]=[CH:32][CH:33]=[CH:34][CH:35]=2)=[O:28])=[CH:25][C:20]=1[C:12]1[C:13](=[O:19])[N:14]([CH2:17][CH3:18])[C:15]2[C:10]([CH:11]=1)=[CH:9][N:8]=[C:7]([NH:6][C:47](=[O:48])[CH2:46][O:45][CH3:44])[CH:16]=2. (4) Reactant: Br[CH2:2][C:3]([C:5]1[CH:14]=[CH:13][CH:12]=[C:11]2[C:6]=1[N:7]=[C:8]([NH:16][CH2:17][C:18]([F:21])([F:20])[F:19])[C:9]([CH3:15])=[N:10]2)=[O:4].[C:22]([O:26][C:27]([NH:29][C:30]1([C:33](=[O:40])[CH2:34][C:35]([O:37][CH2:38][CH3:39])=[O:36])[CH2:32][CH2:31]1)=[O:28])([CH3:25])([CH3:24])[CH3:23].C([O-])([O-])=O.[K+].[K+].[NH4+].[Cl-]. Product: [C:22]([O:26][C:27]([NH:29][C:30]1([C:33]([CH:34]([CH2:2][C:3]([C:5]2[CH:14]=[CH:13][CH:12]=[C:11]3[C:6]=2[N:7]=[C:8]([NH:16][CH2:17][C:18]([F:21])([F:20])[F:19])[C:9]([CH3:15])=[N:10]3)=[O:4])[C:35]([O:37][CH2:38][CH3:39])=[O:36])=[O:40])[CH2:32][CH2:31]1)=[O:28])([CH3:25])([CH3:24])[CH3:23]. The catalyst class is: 31.